This data is from Forward reaction prediction with 1.9M reactions from USPTO patents (1976-2016). The task is: Predict the product of the given reaction. (1) Given the reactants CCN=C=NCCCN(C)C.C1C=CC2N(O)N=NC=2C=1.[F:22][C:23]1[C:24](=[O:44])[N:25]2[C:29](=[C:30]([C:41](O)=[O:42])[C:31]=1[NH:32][C:33]1[CH:38]=[CH:37][C:36]([I:39])=[CH:35][C:34]=1[F:40])[CH2:28][CH2:27][CH2:26]2.[C:45]([O:49][C:50]([N:52]1[CH2:57][CH2:56][CH2:55][CH2:54][CH:53]1[C:58]1([OH:62])[CH2:61][NH:60][CH2:59]1)=[O:51])([CH3:48])([CH3:47])[CH3:46], predict the reaction product. The product is: [C:45]([O:49][C:50]([N:52]1[CH2:57][CH2:56][CH2:55][CH2:54][CH:53]1[C:58]1([OH:62])[CH2:59][N:60]([C:41]([C:30]2[C:31]([NH:32][C:33]3[CH:38]=[CH:37][C:36]([I:39])=[CH:35][C:34]=3[F:40])=[C:23]([F:22])[C:24](=[O:44])[N:25]3[C:29]=2[CH2:28][CH2:27][CH2:26]3)=[O:42])[CH2:61]1)=[O:51])([CH3:48])([CH3:46])[CH3:47]. (2) Given the reactants [Si:1]([O:8][C@H:9]1[CH2:14][N:13]([C:15]([O:17][C:18]([CH3:21])([CH3:20])[CH3:19])=[O:16])[C@@H:12]([C:22](OCC)=[O:23])[CH2:11][CH2:10]1)([C:4]([CH3:7])([CH3:6])[CH3:5])([CH3:3])[CH3:2].[H-].[Al+3].[Li+].[H-].[H-].[H-], predict the reaction product. The product is: [Si:1]([O:8][C@H:9]1[CH2:14][N:13]([C:15]([O:17][C:18]([CH3:21])([CH3:20])[CH3:19])=[O:16])[C@@H:12]([CH2:22][OH:23])[CH2:11][CH2:10]1)([C:4]([CH3:7])([CH3:6])[CH3:5])([CH3:3])[CH3:2]. (3) Given the reactants [F:1][CH:2]([F:41])[C:3]1[N:7]([C:8]2[CH:13]=[C:12]([N:14]3CCOCC3)[N:11]=[C:10]([NH:20][CH2:21][CH:22]3[CH2:27][CH2:26][N:25]([CH:28]4[CH2:32][CH2:31][CH2:30][CH:29]4C(OC)=O)[CH2:24][CH2:23]3)[N:9]=2)[C:6]2[CH:37]=[CH:38][CH:39]=[CH:40][C:5]=2[N:4]=1.[O:42]1[CH2:46][CH2:45]CC1.[CH3:47][Li].[Cl-].[NH4+].[CH2:51]([O:53][CH2:54][CH3:55])[CH3:52], predict the reaction product. The product is: [F:1][CH:2]([F:41])[C:3]1[N:7]([C:8]2[CH:13]=[C:12]([N:14]3[CH2:55][CH2:54][O:53][CH2:51][CH2:52]3)[N:11]=[C:10]([NH:20][CH2:21][CH:22]3[CH2:27][CH2:26][N:25]([CH:28]4[CH2:32][CH2:31][CH2:30][CH:29]4[C:46]([OH:42])([CH3:45])[CH3:47])[CH2:24][CH2:23]3)[N:9]=2)[C:6]2[CH:37]=[CH:38][CH:39]=[CH:40][C:5]=2[N:4]=1. (4) Given the reactants Cl[C:2]1[N:10]=[C:9]2[C:5]([N:6]=[CH:7][N:8]2[CH3:11])=[C:4]([NH:12][C:13]2[CH:18]=[CH:17][C:16]([Cl:19])=[CH:15][CH:14]=2)[N:3]=1.O.[NH2:21][NH2:22].O, predict the reaction product. The product is: [Cl:19][C:16]1[CH:17]=[CH:18][C:13]([NH:12][C:4]2[N:3]=[C:2]([NH:21][NH2:22])[N:10]=[C:9]3[C:5]=2[N:6]=[CH:7][N:8]3[CH3:11])=[CH:14][CH:15]=1. (5) Given the reactants C(=O)([O-])[O-].[Na+].[Na+].CC1C=[CH:12][C:11]([CH:14]([C:20]2[CH:25]=[CH:24][C:23](C)=[CH:22][CH:21]=2)[C:15](=O)[CH:16]([CH3:18])[CH3:17])=[CH:10]C=1.[CH3:27]OCCOC.BrC1C=CC=CC=1I, predict the reaction product. The product is: [CH3:12][C:11]1[CH:10]=[CH:18][C:16]([CH3:17])=[CH:15][C:14]=1[C:20]1[CH:21]=[CH:22][CH:23]=[C:24]([CH3:27])[CH:25]=1. (6) Given the reactants Cl.Cl[C:3]1[N:12]=[C:11]([N:13]([C:15]2[CH:20]=[CH:19][C:18]([O:21][CH3:22])=[CH:17][CH:16]=2)[CH3:14])[C:10]2[C:5](=[CH:6][CH:7]=[CH:8][CH:9]=2)[N:4]=1.[CH3:23][NH:24][CH2:25][CH2:26][NH:27][CH3:28], predict the reaction product. The product is: [CH3:22][O:21][C:18]1[CH:19]=[CH:20][C:15]([N:13]([CH3:14])[C:11]2[C:10]3[C:5](=[CH:6][CH:7]=[CH:8][CH:9]=3)[N:4]=[C:3]([N:24]([CH3:23])[CH2:25][CH2:26][NH:27][CH3:28])[N:12]=2)=[CH:16][CH:17]=1. (7) Given the reactants [N:1]1([C:6]([O:8][C:9]([CH3:12])([CH3:11])[CH3:10])=[O:7])[CH2:5][CH:4]=[CH:3][CH2:2]1.F[B-](F)(F)F.[Cl:18][C:19]1[CH:24]=[CH:23][C:22]([F:25])=[CH:21][C:20]=1[N+]#N.N1C(C)=CC=CC=1C.FC(F)(F)C(OC(=O)C(F)(F)F)=O, predict the reaction product. The product is: [Cl:18][C:19]1[CH:24]=[CH:23][C:22]([F:25])=[CH:21][C:20]=1[CH:3]1[CH:4]=[CH:5][N:1]([C:6]([O:8][C:9]([CH3:12])([CH3:11])[CH3:10])=[O:7])[CH2:2]1. (8) Given the reactants [CH3:1][O:2][C:3]1[CH:12]=[CH:11][C:10]2[C:5](=[C:6]([CH:13]3[CH2:15][O:14]3)[CH:7]=[CH:8][CH:9]=2)[N:4]=1.[N-:16]=[N+:17]=[N-:18].[Na+], predict the reaction product. The product is: [N:16]([CH:13]([C:6]1[CH:7]=[CH:8][CH:9]=[C:10]2[C:5]=1[N:4]=[C:3]([O:2][CH3:1])[CH:12]=[CH:11]2)[CH2:15][OH:14])=[N+:17]=[N-:18]. (9) Given the reactants [NH:1]1[C@@H:10]2[C@@H:5]([CH2:6][CH2:7][CH2:8][CH2:9]2)[NH:4][CH2:3][CH2:2]1.C1(O[C:18](=[N:22][C:23]2[CH:28]=[CH:27][CH:26]=[CH:25][C:24]=2[CH3:29])[NH:19][C:20]#[N:21])C=CC=CC=1, predict the reaction product. The product is: [C:20]([N:19]=[C:18]([N:1]1[C@H:10]2[C@H:5]([CH2:6][CH2:7][CH2:8][CH2:9]2)[NH:4][CH2:3][CH2:2]1)[NH:22][C:23]1[CH:28]=[CH:27][CH:26]=[CH:25][C:24]=1[CH3:29])#[N:21]. (10) Given the reactants S(=O)(=O)(O)O.N[C:7]1[CH:8]=[C:9]([CH:13]=[C:14]([N+:17]([O-:19])=[O:18])[C:15]=1[CH3:16])[C:10]([OH:12])=[O:11].N([O-])=[O:21].[Na+], predict the reaction product. The product is: [OH:21][C:7]1[CH:8]=[C:9]([CH:13]=[C:14]([N+:17]([O-:19])=[O:18])[C:15]=1[CH3:16])[C:10]([OH:12])=[O:11].